This data is from Forward reaction prediction with 1.9M reactions from USPTO patents (1976-2016). The task is: Predict the product of the given reaction. Given the reactants Cl[C:2]1[C:3]([NH:12][S:13]([C:16]2[CH:21]=[CH:20][CH:19]=[C:18]([N+:22]([O-:24])=[O:23])[CH:17]=2)(=[O:15])=[O:14])=[N:4][C:5]2[C:10]([N:11]=1)=[CH:9][CH:8]=[CH:7][CH:6]=2.[Cl:25][C:26]1[CH:31]=[C:30]([NH2:32])[CH:29]=[C:28]([Cl:33])[N:27]=1.CC1C=CC(C)=CC=1, predict the reaction product. The product is: [Cl:25][C:26]1[CH:31]=[C:30]([NH:32][C:2]2[C:3]([NH:12][S:13]([C:16]3[CH:21]=[CH:20][CH:19]=[C:18]([N+:22]([O-:24])=[O:23])[CH:17]=3)(=[O:14])=[O:15])=[N:4][C:5]3[C:10]([N:11]=2)=[CH:9][CH:8]=[CH:7][CH:6]=3)[CH:29]=[C:28]([Cl:33])[N:27]=1.